From a dataset of NCI-60 drug combinations with 297,098 pairs across 59 cell lines. Regression. Given two drug SMILES strings and cell line genomic features, predict the synergy score measuring deviation from expected non-interaction effect. Drug 1: C1=NC2=C(N=C(N=C2N1C3C(C(C(O3)CO)O)F)Cl)N. Drug 2: CC=C1C(=O)NC(C(=O)OC2CC(=O)NC(C(=O)NC(CSSCCC=C2)C(=O)N1)C(C)C)C(C)C. Cell line: SNB-19. Synergy scores: CSS=36.9, Synergy_ZIP=-1.16, Synergy_Bliss=1.50, Synergy_Loewe=-10.5, Synergy_HSA=0.0578.